Dataset: NCI-60 drug combinations with 297,098 pairs across 59 cell lines. Task: Regression. Given two drug SMILES strings and cell line genomic features, predict the synergy score measuring deviation from expected non-interaction effect. (1) Drug 1: CC1=CC=C(C=C1)C2=CC(=NN2C3=CC=C(C=C3)S(=O)(=O)N)C(F)(F)F. Drug 2: CC1CCC2CC(C(=CC=CC=CC(CC(C(=O)C(C(C(=CC(C(=O)CC(OC(=O)C3CCCCN3C(=O)C(=O)C1(O2)O)C(C)CC4CCC(C(C4)OC)O)C)C)O)OC)C)C)C)OC. Cell line: U251. Synergy scores: CSS=5.24, Synergy_ZIP=2.08, Synergy_Bliss=7.94, Synergy_Loewe=-8.63, Synergy_HSA=1.99. (2) Drug 1: CC(C1=C(C=CC(=C1Cl)F)Cl)OC2=C(N=CC(=C2)C3=CN(N=C3)C4CCNCC4)N. Drug 2: CS(=O)(=O)C1=CC(=C(C=C1)C(=O)NC2=CC(=C(C=C2)Cl)C3=CC=CC=N3)Cl. Cell line: MALME-3M. Synergy scores: CSS=6.46, Synergy_ZIP=-1.53, Synergy_Bliss=0.997, Synergy_Loewe=-2.82, Synergy_HSA=-0.825. (3) Drug 1: CC1=C(C=C(C=C1)C(=O)NC2=CC(=CC(=C2)C(F)(F)F)N3C=C(N=C3)C)NC4=NC=CC(=N4)C5=CN=CC=C5. Drug 2: CC1CCC2CC(C(=CC=CC=CC(CC(C(=O)C(C(C(=CC(C(=O)CC(OC(=O)C3CCCCN3C(=O)C(=O)C1(O2)O)C(C)CC4CCC(C(C4)OC)O)C)C)O)OC)C)C)C)OC. Cell line: K-562. Synergy scores: CSS=66.3, Synergy_ZIP=14.9, Synergy_Bliss=18.6, Synergy_Loewe=9.92, Synergy_HSA=15.3. (4) Drug 1: CC1=CC2C(CCC3(C2CCC3(C(=O)C)OC(=O)C)C)C4(C1=CC(=O)CC4)C. Drug 2: CCC1=C2CN3C(=CC4=C(C3=O)COC(=O)C4(CC)O)C2=NC5=C1C=C(C=C5)O. Cell line: SK-OV-3. Synergy scores: CSS=19.1, Synergy_ZIP=0.600, Synergy_Bliss=3.21, Synergy_Loewe=-3.87, Synergy_HSA=3.62. (5) Drug 1: CN(CC1=CN=C2C(=N1)C(=NC(=N2)N)N)C3=CC=C(C=C3)C(=O)NC(CCC(=O)O)C(=O)O. Drug 2: C1CCC(C(C1)N)N.C(=O)(C(=O)[O-])[O-].[Pt+4]. Cell line: DU-145. Synergy scores: CSS=30.9, Synergy_ZIP=-9.44, Synergy_Bliss=-10.7, Synergy_Loewe=-8.53, Synergy_HSA=-5.14. (6) Drug 1: CC1C(C(=O)NC(C(=O)N2CCCC2C(=O)N(CC(=O)N(C(C(=O)O1)C(C)C)C)C)C(C)C)NC(=O)C3=C4C(=C(C=C3)C)OC5=C(C(=O)C(=C(C5=N4)C(=O)NC6C(OC(=O)C(N(C(=O)CN(C(=O)C7CCCN7C(=O)C(NC6=O)C(C)C)C)C)C(C)C)C)N)C. Drug 2: C1=CN(C=N1)CC(O)(P(=O)(O)O)P(=O)(O)O. Cell line: SF-539. Synergy scores: CSS=14.0, Synergy_ZIP=-2.44, Synergy_Bliss=-1.13, Synergy_Loewe=-34.1, Synergy_HSA=-1.27. (7) Drug 1: CCC(=C(C1=CC=CC=C1)C2=CC=C(C=C2)OCCN(C)C)C3=CC=CC=C3.C(C(=O)O)C(CC(=O)O)(C(=O)O)O. Drug 2: COCCOC1=C(C=C2C(=C1)C(=NC=N2)NC3=CC=CC(=C3)C#C)OCCOC.Cl. Cell line: CCRF-CEM. Synergy scores: CSS=0.241, Synergy_ZIP=-1.03, Synergy_Bliss=-0.584, Synergy_Loewe=-1.79, Synergy_HSA=-1.84. (8) Drug 1: CCC1(CC2CC(C3=C(CCN(C2)C1)C4=CC=CC=C4N3)(C5=C(C=C6C(=C5)C78CCN9C7C(C=CC9)(C(C(C8N6C=O)(C(=O)OC)O)OC(=O)C)CC)OC)C(=O)OC)O.OS(=O)(=O)O. Drug 2: CS(=O)(=O)OCCCCOS(=O)(=O)C. Cell line: SK-MEL-28. Synergy scores: CSS=5.48, Synergy_ZIP=-0.861, Synergy_Bliss=1.95, Synergy_Loewe=0.756, Synergy_HSA=2.04. (9) Drug 1: C1CCC(C1)C(CC#N)N2C=C(C=N2)C3=C4C=CNC4=NC=N3. Drug 2: CC12CCC3C(C1CCC2=O)CC(=C)C4=CC(=O)C=CC34C. Cell line: RXF 393. Synergy scores: CSS=39.1, Synergy_ZIP=-0.468, Synergy_Bliss=-3.06, Synergy_Loewe=-20.4, Synergy_HSA=-2.93. (10) Drug 1: CC1OCC2C(O1)C(C(C(O2)OC3C4COC(=O)C4C(C5=CC6=C(C=C35)OCO6)C7=CC(=C(C(=C7)OC)O)OC)O)O. Drug 2: CN(C)C1=NC(=NC(=N1)N(C)C)N(C)C. Cell line: EKVX. Synergy scores: CSS=33.1, Synergy_ZIP=9.06, Synergy_Bliss=7.48, Synergy_Loewe=-12.0, Synergy_HSA=5.71.